Task: Predict the reaction yield, written as a fraction of the theoretical maximum amount of product (1.0 means a 100% yield; for example, 0.34 means a 34% yield).. Dataset: Reaction yield outcomes from USPTO patents with 853,638 reactions (1) The reactants are [OH:1][C:2]1([C:16]2[CH:21]=[CH:20][C:19]([CH:22]([CH3:24])[CH3:23])=[CH:18][C:17]=2[O:25][CH3:26])[C:10](=[O:11])[C:9]2[C:4](=[CH:5][CH:6]=[CH:7][C:8]=2[N+:12]([O-])=O)[C:3]1=[O:15].Cl.O. The catalyst is C(O)C.[Fe]. The product is [NH2:12][C:8]1[CH:7]=[CH:6][CH:5]=[C:4]2[C:9]=1[C:10](=[O:11])[C:2]([OH:1])([C:16]1[CH:21]=[CH:20][C:19]([CH:22]([CH3:24])[CH3:23])=[CH:18][C:17]=1[O:25][CH3:26])[C:3]2=[O:15]. The yield is 0.680. (2) The reactants are [F:1][C:2]1[CH:7]=[C:6]([F:8])[CH:5]=[CH:4][C:3]=1[C:9](=O)[CH2:10][C:11](=O)[C:12]([F:15])([F:14])[F:13].[NH2:18][C:19]1[C:23]([C:24]#[N:25])=[CH:22][NH:21][N:20]=1. No catalyst specified. The product is [F:1][C:2]1[CH:7]=[C:6]([F:8])[CH:5]=[CH:4][C:3]=1[C:9]1[CH:10]=[C:11]([C:12]([F:15])([F:14])[F:13])[N:20]2[N:21]=[CH:22][C:23]([C:24]#[N:25])=[C:19]2[N:18]=1. The yield is 0.220.